This data is from Full USPTO retrosynthesis dataset with 1.9M reactions from patents (1976-2016). The task is: Predict the reactants needed to synthesize the given product. (1) Given the product [CH2:40]([C:39]1[CH:38]=[CH:37][CH:36]=[C:35]([CH2:42][CH3:43])[C:34]=1[NH:33][C:31]([C:27]1[C:21]2[CH2:22][CH2:23][C:24]3[CH:25]=[N:26][C:17]([NH:16][C:13]4[CH:14]=[CH:15][C:10]([CH2:9][OH:8])=[CH:11][C:12]=4[O:44][CH3:45])=[N:18][C:19]=3[C:20]=2[N:29]([CH3:30])[N:28]=1)=[O:32])[CH3:41], predict the reactants needed to synthesize it. The reactants are: [Si]([O:8][CH2:9][C:10]1[CH:15]=[CH:14][C:13]([NH:16][C:17]2[N:26]=[CH:25][C:24]3[CH2:23][CH2:22][C:21]4[C:27]([C:31]([NH:33][C:34]5[C:39]([CH2:40][CH3:41])=[CH:38][CH:37]=[CH:36][C:35]=5[CH2:42][CH3:43])=[O:32])=[N:28][N:29]([CH3:30])[C:20]=4[C:19]=3[N:18]=2)=[C:12]([O:44][CH3:45])[CH:11]=1)(C(C)(C)C)(C)C. (2) Given the product [Br:1][C:2]1[CH:9]=[C:8]([F:10])[CH:7]=[CH:6][C:3]=1[CH:4]1[N:21]([CH3:22])[C@H:12]([CH3:11])[C@@H:13]([C:14]2[CH:19]=[CH:18][CH:17]=[CH:16][CH:15]=2)[O:5]1, predict the reactants needed to synthesize it. The reactants are: [Br:1][C:2]1[CH:9]=[C:8]([F:10])[CH:7]=[CH:6][C:3]=1[CH:4]=[O:5].[CH3:11][C@@H:12]([NH:21][CH3:22])[C@H:13](O)[C:14]1[CH:19]=[CH:18][CH:17]=[CH:16][CH:15]=1. (3) Given the product [CH2:1]([O:8][C:9]([NH:11][C@@H:12]([CH2:16][C:17]1[CH:22]=[CH:21][C:20]([C:23]2[N:24]=[CH:25][C:26]([C:29]3[CH:30]=[CH:31][C:32]([O:35][CH2:36][CH2:37][CH2:38][CH:39]([CH3:40])[CH3:41])=[CH:33][CH:34]=3)=[CH:27][N:28]=2)=[CH:19][CH:18]=1)[C:13]([N:43]1[CH2:46][CH:45]([C:47]([O:49][CH3:50])=[O:48])[CH2:44]1)=[O:14])=[O:10])[C:2]1[CH:3]=[CH:4][CH:5]=[CH:6][CH:7]=1, predict the reactants needed to synthesize it. The reactants are: [CH2:1]([O:8][C:9]([NH:11][C@@H:12]([CH2:16][C:17]1[CH:22]=[CH:21][C:20]([C:23]2[N:28]=[CH:27][C:26]([C:29]3[CH:34]=[CH:33][C:32]([O:35][CH2:36][CH2:37][CH2:38][CH:39]([CH3:41])[CH3:40])=[CH:31][CH:30]=3)=[CH:25][N:24]=2)=[CH:19][CH:18]=1)[C:13](O)=[O:14])=[O:10])[C:2]1[CH:7]=[CH:6][CH:5]=[CH:4][CH:3]=1.Cl.[NH:43]1[CH2:46][CH:45]([C:47]([O:49][CH3:50])=[O:48])[CH2:44]1.CCN(C(C)C)C(C)C.CN(C(ON1N=NC2C=CC=NC1=2)=[N+](C)C)C.F[P-](F)(F)(F)(F)F.